This data is from Catalyst prediction with 721,799 reactions and 888 catalyst types from USPTO. The task is: Predict which catalyst facilitates the given reaction. (1) Reactant: [C:1](Cl)(=[O:8])[C:2]1[CH:7]=[CH:6][CH:5]=[CH:4][CH:3]=1.[CH3:10][O:11][C:12]([C:14]1[O:15][CH:16]=[CH:17][CH:18]=1)=[O:13].O. Product: [C:2]1([C:1]([C:16]2[O:15][C:14]([C:12]([O:11][CH3:10])=[O:13])=[CH:18][CH:17]=2)=[O:8])[CH:7]=[CH:6][CH:5]=[CH:4][CH:3]=1. The catalyst class is: 53. (2) Product: [CH:8]1([C:14]2[C:15]3[CH:16]=[CH:17][C:18]([C:50]([OH:52])=[O:51])=[CH:19][C:20]=3[N:21]3[CH2:27][C:26]([C:28]4[N:32]([CH:33]5[CH2:34][CH2:35]5)[N:31]=[C:30]([CH:36]([CH3:37])[CH3:38])[C:29]=4[C:39]([O:41][CH2:42][CH3:43])=[O:40])=[CH:25][C:24]4[CH:44]=[C:45]([O:48][CH3:49])[CH:46]=[CH:47][C:23]=4[C:22]=23)[CH2:9][CH2:10][CH2:11][CH2:12][CH2:13]1. Reactant: C(O)(C(F)(F)F)=O.[CH:8]1([C:14]2[C:15]3[CH:16]=[CH:17][C:18]([C:50]([O:52]C(C)(C)C)=[O:51])=[CH:19][C:20]=3[N:21]3[CH2:27][C:26]([C:28]4[N:32]([CH:33]5[CH2:35][CH2:34]5)[N:31]=[C:30]([CH:36]([CH3:38])[CH3:37])[C:29]=4[C:39]([O:41][CH2:42][CH3:43])=[O:40])=[CH:25][C:24]4[CH:44]=[C:45]([O:48][CH3:49])[CH:46]=[CH:47][C:23]=4[C:22]=23)[CH2:13][CH2:12][CH2:11][CH2:10][CH2:9]1. The catalyst class is: 68. (3) Reactant: [F:1][C:2]1[CH:7]=[CH:6][C:5]([NH:8][C:9](=[O:15])[O:10][C:11]([CH3:14])([CH3:13])[CH3:12])=[CH:4][C:3]=1[N:16]1[C:21]2[N:22]=[C:23]([S:26][CH3:27])[N:24]=[CH:25][C:20]=2[CH:19]=[CH:18][C:17]1=[O:28].C1C=C(Cl)C=C(C(OO)=[O:37])C=1.O.C([O-])([O-])=O.[Na+].[Na+]. Product: [F:1][C:2]1[CH:7]=[CH:6][C:5]([NH:8][C:9](=[O:15])[O:10][C:11]([CH3:14])([CH3:13])[CH3:12])=[CH:4][C:3]=1[N:16]1[C:21]2[N:22]=[C:23]([S:26]([CH3:27])=[O:37])[N:24]=[CH:25][C:20]=2[CH:19]=[CH:18][C:17]1=[O:28]. The catalyst class is: 2. (4) Reactant: COC1C=C(OC)C=CC=1C[N:6]([C:36]1[CH:41]=[CH:40][N:39]=[CH:38][N:37]=1)[S:7]([C:10]1[CH:15]=[C:14]([F:16])[C:13]([O:17][C@H:18]2[CH2:23][CH2:22][CH2:21][CH2:20][C@@H:19]2[C:24]2[CH:25]=[N:26][N:27](C3CCCCO3)[CH:28]=2)=[CH:12][C:11]=1[F:35])(=[O:9])=[O:8].C([SiH](CC)CC)C.FC(F)(F)C(O)=O.ClCCl. Product: [F:35][C:11]1[CH:12]=[C:13]([O:17][C@H:18]2[CH2:23][CH2:22][CH2:21][CH2:20][C@@H:19]2[C:24]2[CH:25]=[N:26][NH:27][CH:28]=2)[C:14]([F:16])=[CH:15][C:10]=1[S:7]([NH:6][C:36]1[CH:41]=[CH:40][N:39]=[CH:38][N:37]=1)(=[O:8])=[O:9]. The catalyst class is: 5. (5) Reactant: [CH2:1]([O:8][C:9]1[CH:17]=[CH:16][C:12]([C:13]([OH:15])=O)=[CH:11][CH:10]=1)[C:2]1[CH:7]=[CH:6][CH:5]=[CH:4][CH:3]=1.[NH2:18][C:19]1[C:20](=[O:30])[N:21]([CH2:27][CH2:28][CH3:29])[C:22](=[O:26])[NH:23][C:24]=1[NH2:25].CCN=C=NCCCN(C)C. Product: [NH2:25][C:24]1[NH:23][C:22](=[O:26])[N:21]([CH2:27][CH2:28][CH3:29])[C:20](=[O:30])[C:19]=1[NH:18][C:13](=[O:15])[C:12]1[CH:11]=[CH:10][C:9]([O:8][CH2:1][C:2]2[CH:3]=[CH:4][CH:5]=[CH:6][CH:7]=2)=[CH:17][CH:16]=1. The catalyst class is: 5.